This data is from Reaction yield outcomes from USPTO patents with 853,638 reactions. The task is: Predict the reaction yield, written as a fraction of the theoretical maximum amount of product (1.0 means a 100% yield; for example, 0.34 means a 34% yield). The reactants are C([Li])(C)(C)C.[CH3:6][O:7][C:8]1[CH:13]=[CH:12][CH:11]=[CH:10][C:9]=1[CH:14]1N(C)CCN1C.C([O:24][B:25](OC(C)C)[O:26]C(C)C)(C)C.Cl.C1C[O:38]CC1. The yield is 0.750. The catalyst is C(OCC)(=O)C. The product is [CH3:6][O:7][C:8]1[C:9]([CH:14]=[O:38])=[C:10]([B:25]([OH:26])[OH:24])[CH:11]=[CH:12][CH:13]=1.